From a dataset of Reaction yield outcomes from USPTO patents with 853,638 reactions. Predict the reaction yield, written as a fraction of the theoretical maximum amount of product (1.0 means a 100% yield; for example, 0.34 means a 34% yield). (1) The reactants are [NH2:1][C:2]1[CH:7]=[CH:6][CH:5]=[CH:4][C:3]=1[NH:8][C:9](=[O:29])[CH:10]=[CH:11][C:12]([CH3:28])=[CH:13][CH:14]([CH3:27])[CH:15]([O:25]C)[C:16]1[CH:21]=[CH:20][C:19]([N:22]([CH3:24])[CH3:23])=[CH:18][CH:17]=1.ClC1C(=O)C(C#N)=C(C#N)C(=O)C=1Cl. The catalyst is C1C=CC=CC=1.C(OCC)(=O)C. The product is [NH2:1][C:2]1[CH:7]=[CH:6][CH:5]=[CH:4][C:3]=1[NH:8][C:9](=[O:29])[CH:10]=[CH:11][C:12]([CH3:28])=[CH:13][CH:14]([C:15](=[O:25])[C:16]1[CH:17]=[CH:18][C:19]([N:22]([CH3:24])[CH3:23])=[CH:20][CH:21]=1)[CH3:27]. The yield is 0.0700. (2) The reactants are FC(F)(F)C(O)=O.[OH:8][C:9]1[CH:43]=[CH:42][C:12]([O:13][CH2:14][CH2:15][CH:16]2[CH2:21][CH2:20][N:19]([C:22]3[CH:23]=[N:24][CH:25]=[C:26]([O:28][CH2:29][C@@H:30]4[CH2:34][CH2:33][CH2:32][N:31]4C(OC(C)(C)C)=O)[CH:27]=3)[CH2:18][CH2:17]2)=[CH:11][CH:10]=1. The catalyst is C(Cl)Cl.O. The product is [NH:31]1[CH2:32][CH2:33][CH2:34][C@H:30]1[CH2:29][O:28][C:26]1[CH:27]=[C:22]([N:19]2[CH2:18][CH2:17][CH:16]([CH2:15][CH2:14][O:13][C:12]3[CH:42]=[CH:43][C:9]([OH:8])=[CH:10][CH:11]=3)[CH2:21][CH2:20]2)[CH:23]=[N:24][CH:25]=1. The yield is 0.580. (3) The reactants are FC1C=C2C(C(C3C=CC(N4CCC(N)CC4)=NC=3)=CN2)=CC=1.[F:24][C:25]1[CH:33]=[C:32]2[C:28]([C:29]([C:34]3[CH:35]=[CH:36][C:37]([N:40]4[CH2:45][CH2:44][CH:43]([NH:46][C:47](=[O:57])[CH2:48][NH:49]C(=O)OC(C)(C)C)[CH2:42][CH2:41]4)=[N:38][CH:39]=3)=[CH:30][NH:31]2)=[CH:27][CH:26]=1. No catalyst specified. The product is [NH2:49][CH2:48][C:47]([NH:46][CH:43]1[CH2:44][CH2:45][N:40]([C:37]2[CH:36]=[CH:35][C:34]([C:29]3[C:28]4[C:32](=[CH:33][C:25]([F:24])=[CH:26][CH:27]=4)[NH:31][CH:30]=3)=[CH:39][N:38]=2)[CH2:41][CH2:42]1)=[O:57]. The yield is 0.310. (4) The reactants are [N:1]([CH2:4][C:5](=[O:18])[C:6]([C:9]1[CH:10]=[CH:11][C:12]([F:17])=[C:13]([CH:16]=1)[C:14]#[N:15])([CH3:8])[CH3:7])=[N+]=[N-].[ClH:19]. The catalyst is CCO.O=[Pt]=O. The product is [ClH:19].[NH2:1][CH2:4][C:5](=[O:18])[C:6]([C:9]1[CH:10]=[CH:11][C:12]([F:17])=[C:13]([CH:16]=1)[C:14]#[N:15])([CH3:8])[CH3:7]. The yield is 0.650. (5) The reactants are [S:1]1[CH:5]=[CH:4][CH:3]=[C:2]1[S:6](Cl)(=[O:8])=[O:7].N1C=CC=CC=1.[CH2:16]1[CH:21]2[CH2:22][C:23]3([NH2:26])[CH2:25][CH:19]([CH2:20]2)[CH2:18][CH:17]1[CH2:24]3. The catalyst is C(Cl)Cl. The product is [C:23]12([NH:26][S:6]([C:2]3[S:1][CH:5]=[CH:4][CH:3]=3)(=[O:8])=[O:7])[CH2:24][CH:17]3[CH2:18][CH:19]([CH2:20][CH:21]([CH2:16]3)[CH2:22]1)[CH2:25]2. The yield is 0.600.